Dataset: NCI-60 drug combinations with 297,098 pairs across 59 cell lines. Task: Regression. Given two drug SMILES strings and cell line genomic features, predict the synergy score measuring deviation from expected non-interaction effect. (1) Drug 1: CC1=C(C=C(C=C1)NC(=O)C2=CC=C(C=C2)CN3CCN(CC3)C)NC4=NC=CC(=N4)C5=CN=CC=C5. Drug 2: CC12CCC3C(C1CCC2O)C(CC4=C3C=CC(=C4)O)CCCCCCCCCS(=O)CCCC(C(F)(F)F)(F)F. Cell line: SW-620. Synergy scores: CSS=-3.44, Synergy_ZIP=1.50, Synergy_Bliss=-2.00, Synergy_Loewe=-5.06, Synergy_HSA=-6.10. (2) Drug 1: CC1C(C(CC(O1)OC2CC(OC(C2O)C)OC3=CC4=CC5=C(C(=O)C(C(C5)C(C(=O)C(C(C)O)O)OC)OC6CC(C(C(O6)C)O)OC7CC(C(C(O7)C)O)OC8CC(C(C(O8)C)O)(C)O)C(=C4C(=C3C)O)O)O)O. Drug 2: CC(C)(C#N)C1=CC(=CC(=C1)CN2C=NC=N2)C(C)(C)C#N. Cell line: HL-60(TB). Synergy scores: CSS=37.5, Synergy_ZIP=5.38, Synergy_Bliss=4.74, Synergy_Loewe=-5.96, Synergy_HSA=-5.95. (3) Drug 1: CN(CC1=CN=C2C(=N1)C(=NC(=N2)N)N)C3=CC=C(C=C3)C(=O)NC(CCC(=O)O)C(=O)O. Drug 2: CC(C)NC(=O)C1=CC=C(C=C1)CNNC.Cl. Cell line: HS 578T. Synergy scores: CSS=18.0, Synergy_ZIP=0.453, Synergy_Bliss=-0.144, Synergy_Loewe=-53.9, Synergy_HSA=-0.974. (4) Drug 1: C1CCC(C1)C(CC#N)N2C=C(C=N2)C3=C4C=CNC4=NC=N3. Drug 2: CC1C(C(CC(O1)OC2CC(OC(C2O)C)OC3=CC4=CC5=C(C(=O)C(C(C5)C(C(=O)C(C(C)O)O)OC)OC6CC(C(C(O6)C)O)OC7CC(C(C(O7)C)O)OC8CC(C(C(O8)C)O)(C)O)C(=C4C(=C3C)O)O)O)O. Cell line: LOX IMVI. Synergy scores: CSS=14.4, Synergy_ZIP=-2.83, Synergy_Bliss=3.78, Synergy_Loewe=6.95, Synergy_HSA=6.16. (5) Drug 1: CC12CCC3C(C1CCC2O)C(CC4=C3C=CC(=C4)O)CCCCCCCCCS(=O)CCCC(C(F)(F)F)(F)F. Drug 2: C#CCC(CC1=CN=C2C(=N1)C(=NC(=N2)N)N)C3=CC=C(C=C3)C(=O)NC(CCC(=O)O)C(=O)O. Cell line: NCI-H322M. Synergy scores: CSS=-3.95, Synergy_ZIP=1.68, Synergy_Bliss=0.191, Synergy_Loewe=-3.37, Synergy_HSA=-3.12. (6) Drug 1: CC1CCC2CC(C(=CC=CC=CC(CC(C(=O)C(C(C(=CC(C(=O)CC(OC(=O)C3CCCCN3C(=O)C(=O)C1(O2)O)C(C)CC4CCC(C(C4)OC)O)C)C)O)OC)C)C)C)OC. Drug 2: C(CC(=O)O)C(=O)CN.Cl. Cell line: HOP-92. Synergy scores: CSS=19.9, Synergy_ZIP=0.232, Synergy_Bliss=2.20, Synergy_Loewe=0.747, Synergy_HSA=0.926. (7) Synergy scores: CSS=-29.8, Synergy_ZIP=17.0, Synergy_Bliss=10.2, Synergy_Loewe=-28.5, Synergy_HSA=-28.5. Drug 1: CC(C)(C#N)C1=CC(=CC(=C1)CN2C=NC=N2)C(C)(C)C#N. Drug 2: C1CNP(=O)(OC1)N(CCCl)CCCl. Cell line: HL-60(TB). (8) Drug 2: CC12CCC3C(C1CCC2=O)CC(=C)C4=CC(=O)C=CC34C. Cell line: MDA-MB-231. Drug 1: CS(=O)(=O)C1=CC(=C(C=C1)C(=O)NC2=CC(=C(C=C2)Cl)C3=CC=CC=N3)Cl. Synergy scores: CSS=19.7, Synergy_ZIP=-6.58, Synergy_Bliss=-5.82, Synergy_Loewe=-18.7, Synergy_HSA=-5.62. (9) Drug 1: COC1=C(C=C2C(=C1)N=CN=C2NC3=CC(=C(C=C3)F)Cl)OCCCN4CCOCC4. Drug 2: C1=NNC2=C1C(=O)NC=N2. Cell line: ACHN. Synergy scores: CSS=47.6, Synergy_ZIP=-0.942, Synergy_Bliss=-1.15, Synergy_Loewe=-3.26, Synergy_HSA=2.91. (10) Drug 1: C1C(C(OC1N2C=NC(=NC2=O)N)CO)O. Drug 2: C1CCC(C(C1)N)N.C(=O)(C(=O)[O-])[O-].[Pt+4]. Cell line: IGROV1. Synergy scores: CSS=14.5, Synergy_ZIP=-1.84, Synergy_Bliss=5.99, Synergy_Loewe=3.37, Synergy_HSA=3.67.